Dataset: Forward reaction prediction with 1.9M reactions from USPTO patents (1976-2016). Task: Predict the product of the given reaction. The product is: [Cl:5][C:6]1[CH:7]=[C:8]([C:13]2[S:14][CH:15]=[C:16]([C:19]([CH3:21])=[O:20])[C:17]=2[OH:18])[CH:9]=[CH:10][C:11]=1[Cl:12]. Given the reactants C(Cl)(Cl)Cl.[Cl:5][C:6]1[CH:7]=[C:8]([C:13]2(Cl)[CH:17]([OH:18])[C:16]([C:19]([CH3:21])=[O:20])=[C:15](Cl)[S:14]2)[CH:9]=[CH:10][C:11]=1[Cl:12].S(Cl)(Cl)(=O)=O.O, predict the reaction product.